Dataset: CYP1A2 inhibition data for predicting drug metabolism from PubChem BioAssay. Task: Regression/Classification. Given a drug SMILES string, predict its absorption, distribution, metabolism, or excretion properties. Task type varies by dataset: regression for continuous measurements (e.g., permeability, clearance, half-life) or binary classification for categorical outcomes (e.g., BBB penetration, CYP inhibition). Dataset: cyp1a2_veith. (1) The compound is Cc1cc(=O)[nH]c2ccccc12. The result is 1 (inhibitor). (2) The drug is CN(C(=O)Cc1ccc(Cl)c(Cl)c1)[C@H](CN1CCCC1)c1cccc(N=C=S)c1. The result is 0 (non-inhibitor).